Dataset: Forward reaction prediction with 1.9M reactions from USPTO patents (1976-2016). Task: Predict the product of the given reaction. (1) Given the reactants Cl[C:2]1[CH:3]=[C:4]([CH:9]=[C:10](Cl)[CH:11]=1)[C:5]([O:7][CH3:8])=[O:6].[Cl:13]CCl.C[N:17]([CH3:20])C=O, predict the reaction product. The product is: [Cl:13][C:9]1[CH:10]=[CH:11][C:2]([C:20]#[N:17])=[CH:3][C:4]=1[C:5]([O:7][CH3:8])=[O:6]. (2) Given the reactants C(P(CCCC)CCCC)CCC.[CH3:14][C:15]1[C:20]([CH2:21][OH:22])=[CH:19][CH:18]=[C:17]([C:23]([F:26])([F:25])[F:24])[N:16]=1.[CH3:27][O:28][C:29](=[O:43])[CH2:30][C:31]1[C:35]2[C:36]([CH3:42])=[CH:37][C:38](O)=[C:39]([CH3:40])[C:34]=2[S:33][CH:32]=1.C1CCN(C(N=NC(N2CCCCC2)=O)=O)CC1, predict the reaction product. The product is: [CH3:27][O:28][C:29](=[O:43])[CH2:30][C:31]1[C:35]2[C:36]([CH3:42])=[CH:37][C:38]([O:22][CH2:21][C:20]3[C:15]([CH3:14])=[N:16][C:17]([C:23]([F:24])([F:26])[F:25])=[CH:18][CH:19]=3)=[C:39]([CH3:40])[C:34]=2[S:33][CH:32]=1. (3) Given the reactants [Cl:1][C:2]1[CH:7]=[CH:6][CH:5]=[CH:4][C:3]=1[N:8]1[C:12]([S:13][C:14]2[CH:19]=[CH:18][CH:17]=[C:16]([O:20][CH3:21])[N:15]=2)=[CH:11][C:10]([C:22](OCC)=[O:23])=[N:9]1.[H-].C([Al+]CC(C)C)C(C)C.C1(C)C=CC=CC=1.[OH-].[Na+], predict the reaction product. The product is: [Cl:1][C:2]1[CH:7]=[CH:6][CH:5]=[CH:4][C:3]=1[N:8]1[C:12]([S:13][C:14]2[CH:19]=[CH:18][CH:17]=[C:16]([O:20][CH3:21])[N:15]=2)=[CH:11][C:10]([CH:22]=[O:23])=[N:9]1. (4) Given the reactants [O:1]([C:8]1[CH:13]=[CH:12][C:11]([C:14]([F:17])([F:16])[F:15])=[CH:10][C:9]=1[OH:18])[C:2]1[CH:7]=[CH:6][CH:5]=[CH:4][CH:3]=1.C[O:20][C:21](=[O:39])[CH2:22][CH2:23][C:24]1[CH:29]=[CH:28][C:27]([O:30][C:31]2[CH:36]=[CH:35][CH:34]=[C:33](Br)[CH:32]=2)=[CH:26][C:25]=1[CH3:38], predict the reaction product. The product is: [CH3:38][C:25]1[CH:26]=[C:27]([O:30][C:31]2[CH:36]=[CH:35][CH:34]=[C:33]([O:18][C:9]3[CH:10]=[C:11]([C:14]([F:15])([F:16])[F:17])[CH:12]=[CH:13][C:8]=3[O:1][C:2]3[CH:3]=[CH:4][CH:5]=[CH:6][CH:7]=3)[CH:32]=2)[CH:28]=[CH:29][C:24]=1[CH2:23][CH2:22][C:21]([OH:39])=[O:20]. (5) Given the reactants [C:1]([O:5][C:6](=[O:41])[N:7]([CH2:37][CH:38]([F:40])[F:39])[CH2:8][C@H:9]1[CH2:14][CH2:13][C@H:12]([N:15]2[C:20]3[C:21]4[CH:27]=[CH:26][N:25]([CH2:28][O:29][CH2:30][CH2:31][Si:32]([CH3:35])([CH3:34])[CH3:33])[C:22]=4[N:23]=[CH:24][C:19]=3[C:18](=[O:36])[NH:17][CH2:16]2)[CH2:11][CH2:10]1)([CH3:4])([CH3:3])[CH3:2].[CH:42]1(B(O)O)[CH2:44][CH2:43]1.C1C=C(C2N=CC=CC=2)N=CC=1.C(=O)([O-])[O-].[Na+].[Na+].[Cl-].[NH4+], predict the reaction product. The product is: [CH:42]1([N:17]2[C:18](=[O:36])[C:19]3[CH:24]=[N:23][C:22]4[N:25]([CH2:28][O:29][CH2:30][CH2:31][Si:32]([CH3:35])([CH3:33])[CH3:34])[CH:26]=[CH:27][C:21]=4[C:20]=3[N:15]([C@H:12]3[CH2:13][CH2:14][C@H:9]([CH2:8][N:7]([CH2:37][CH:38]([F:40])[F:39])[C:6](=[O:41])[O:5][C:1]([CH3:4])([CH3:2])[CH3:3])[CH2:10][CH2:11]3)[CH2:16]2)[CH2:44][CH2:43]1.